This data is from Forward reaction prediction with 1.9M reactions from USPTO patents (1976-2016). The task is: Predict the product of the given reaction. Given the reactants [Br:1][C:2]1[CH:3]=[CH:4][C:5]([O:9][CH3:10])=[C:6]([OH:8])[CH:7]=1.[O:11]1[CH2:15][CH2:14][C@H:13](O)[CH2:12]1.C1C=CC(P(C2C=CC=CC=2)C2C=CC=CC=2)=CC=1.CCOC(/N=N/C(OCC)=O)=O, predict the reaction product. The product is: [Br:1][C:2]1[CH:3]=[CH:4][C:5]([O:9][CH3:10])=[C:6]([CH:7]=1)[O:8][C@@H:13]1[CH2:14][CH2:15][O:11][CH2:12]1.